From a dataset of Reaction yield outcomes from USPTO patents with 853,638 reactions. Predict the reaction yield, written as a fraction of the theoretical maximum amount of product (1.0 means a 100% yield; for example, 0.34 means a 34% yield). (1) The reactants are [CH3:1][O:2][C:3]([C:5]1[CH:14]=[C:13]([O:15][CH3:16])[C:12]2[C:7](=[C:8](Br)[CH:9]=[C:10]([F:17])[CH:11]=2)[N:6]=1)=[O:4].C1(P(C2C=CC=CC=2)C2C=CC3C(=CC=CC=3)C=2C2C3C(=CC=CC=3)C=CC=2P(C2C=CC=CC=2)C2C=CC=CC=2)C=CC=CC=1.[CH3:65][N:66]1[CH2:71][CH2:70][NH:69][CH2:68][CH2:67]1.C(=O)([O-])[O-].[Cs+].[Cs+]. The catalyst is C1(C)C=CC=CC=1. The yield is 0.900. The product is [CH3:1][O:2][C:3]([C:5]1[CH:14]=[C:13]([O:15][CH3:16])[C:12]2[C:7](=[C:8]([N:69]3[CH2:70][CH2:71][N:66]([CH3:65])[CH2:67][CH2:68]3)[CH:9]=[C:10]([F:17])[CH:11]=2)[N:6]=1)=[O:4]. (2) The reactants are [Br:1][C:2]1[CH:10]=[CH:9][C:8]([O:11][CH3:12])=[CH:7][C:3]=1[C:4](O)=[O:5].B. The catalyst is C1COCC1. The product is [Br:1][C:2]1[CH:10]=[CH:9][C:8]([O:11][CH3:12])=[CH:7][C:3]=1[CH2:4][OH:5]. The yield is 0.960. (3) The reactants are Br[C:2]1[CH:3]=[C:4]([C:8]2C3C([C:15]4[CH:16]=[CH:17][CH:18]=[CH:19][C:20]=4[CH:21]=2)=CC=CC=3)[CH:5]=[CH:6][CH:7]=1.[CH3:22][CH2:23][CH2:24][CH2:25][CH2:26][CH3:27].C([Li])CCC.[B:33](OC(C)C)([O:38]C(C)C)[O:34]C(C)C.Cl. The catalyst is ClCCl.C1COCC1. The product is [CH:15]1[C:20]2[CH:21]=[C:8]([C:24]3[CH:23]=[C:22]([B:33]([OH:38])[OH:34])[CH:27]=[CH:26][CH:25]=3)[C:4]3[C:3](=[CH:2][CH:7]=[CH:6][CH:5]=3)[C:19]=2[CH:18]=[CH:17][CH:16]=1. The yield is 0.670. (4) The reactants are [Cl:1][C:2]1[C:10]2[N:9]=[C:8]3[N:11]([C:15]4[C:20]([Cl:21])=[CH:19][C:18]([Cl:22])=[CH:17][N:16]=4)[CH2:12][CH2:13][CH2:14][N:7]3[C:6]=2[C:5]([CH:23]([OH:26])[CH2:24][CH3:25])=[CH:4][CH:3]=1.[CH:27]1([C:30](O)=[O:31])[CH2:29][CH2:28]1.C(N(CC)CC)C.Cl.C(N=C=NCCCN(C)C)C. The catalyst is CN(C)C1C=CN=CC=1.O1CCCC1.O. The product is [CH:27]1([C:30]([O:26][CH:23]([C:5]2[C:6]3[N:7]4[CH2:14][CH2:13][CH2:12][N:11]([C:15]5[C:20]([Cl:21])=[CH:19][C:18]([Cl:22])=[CH:17][N:16]=5)[C:8]4=[N:9][C:10]=3[C:2]([Cl:1])=[CH:3][CH:4]=2)[CH2:24][CH3:25])=[O:31])[CH2:29][CH2:28]1. The yield is 0.720. (5) The yield is 0.280. No catalyst specified. The product is [F:19][C:18]1[C:2]([C:24]#[C:23][C:22]([OH:25])([CH3:26])[CH2:21][F:20])=[CH:3][C:4]2[C:10]3[N:11]=[C:12]([C:14]([NH2:16])=[O:15])[S:13][C:9]=3[CH2:8][CH2:7][O:6][C:5]=2[CH:17]=1. The reactants are Br[C:2]1[C:18]([F:19])=[CH:17][C:5]2[O:6][CH2:7][CH2:8][C:9]3[S:13][C:12]([C:14]([NH2:16])=[O:15])=[N:11][C:10]=3[C:4]=2[CH:3]=1.[F:20][CH2:21][C:22]([CH3:26])([OH:25])[C:23]#[CH:24]. (6) The reactants are [CH3:1][C:2]1[N:9]([CH2:10][C:11]([O:13]CC)=[O:12])[C:5]2[N:6]=[CH:7][S:8][C:4]=2[C:3]=1[CH2:16][C:17]1[CH:22]=[CH:21][CH:20]=[CH:19][C:18]=1[S:23]([N:26]1[CH2:30][CH2:29][CH2:28][CH2:27]1)(=[O:25])=[O:24].[OH-].[Li+]. The catalyst is C1COCC1.CO.O. The product is [CH3:1][C:2]1[N:9]([CH2:10][C:11]([OH:13])=[O:12])[C:5]2[N:6]=[CH:7][S:8][C:4]=2[C:3]=1[CH2:16][C:17]1[CH:22]=[CH:21][CH:20]=[CH:19][C:18]=1[S:23]([N:26]1[CH2:30][CH2:29][CH2:28][CH2:27]1)(=[O:25])=[O:24]. The yield is 0.970. (7) The reactants are [Br:1][C:2]1[CH:3]=[C:4]2[C:8](=[CH:9][C:10]=1[F:11])[N:7](C(=O)C)[N:6]=[CH:5]2.Cl.[OH-].[Na+]. The catalyst is CO. The product is [Br:1][C:2]1[CH:3]=[C:4]2[C:8](=[CH:9][C:10]=1[F:11])[NH:7][N:6]=[CH:5]2. The yield is 0.930.